From a dataset of Full USPTO retrosynthesis dataset with 1.9M reactions from patents (1976-2016). Predict the reactants needed to synthesize the given product. (1) Given the product [F:29][C:26]1([F:30])[CH2:27][CH2:28][N:23]([CH2:22][CH2:21][O:14][C:10]2[CH:9]=[C:8]([C:2]([F:15])([F:1])[C:3]([O:5][CH2:6][CH3:7])=[O:4])[CH:13]=[CH:12][CH:11]=2)[CH2:24][CH2:25]1, predict the reactants needed to synthesize it. The reactants are: [F:1][C:2]([F:15])([C:8]1[CH:13]=[CH:12][CH:11]=[C:10]([OH:14])[CH:9]=1)[C:3]([O:5][CH2:6][CH3:7])=[O:4].CS(O[CH2:21][CH2:22][N:23]1[CH2:28][CH2:27][C:26]([F:30])([F:29])[CH2:25][CH2:24]1)(=O)=O.C(=O)([O-])[O-].[K+].[K+]. (2) Given the product [CH3:1][C:2]1[S:6][C:5]([C:7]2[CH:12]=[C:11]([CH:10]=[CH:9][N:8]=2)[CH:13]=[O:14])=[N:4][CH:3]=1, predict the reactants needed to synthesize it. The reactants are: [CH3:1][C:2]1[S:6][C:5]([C:7]2[CH:12]=[C:11]([CH2:13][OH:14])[CH:10]=[CH:9][N:8]=2)=[N:4][CH:3]=1. (3) Given the product [CH3:17][C:18]1[CH:19]=[CH:20][C:21]([C:24]([CH:26]2[CH2:27][CH2:28][N:29]([C:11]([C:10]3[CH:9]=[CH:8][C:7]([CH2:6][NH:5][S:2]([CH3:1])(=[O:3])=[O:4])=[CH:15][CH:14]=3)=[O:13])[CH2:30][CH2:31]2)=[O:25])=[CH:22][CH:23]=1, predict the reactants needed to synthesize it. The reactants are: [CH3:1][S:2]([NH:5][CH2:6][C:7]1[CH:15]=[CH:14][C:10]([C:11]([OH:13])=O)=[CH:9][CH:8]=1)(=[O:4])=[O:3].Cl.[CH3:17][C:18]1[CH:23]=[CH:22][C:21]([C:24]([CH:26]2[CH2:31][CH2:30][NH:29][CH2:28][CH2:27]2)=[O:25])=[CH:20][CH:19]=1. (4) Given the product [CH2:37]([N:3]([CH2:1][CH3:2])[CH2:4][CH2:5][CH2:6][NH:7][C:8]1[N:9]=[C:10]([C:27]2[CH:28]=[C:29]([CH:33]=[CH:34][C:35]=2[CH3:36])[C:30]([NH:67][C:63]([CH3:66])([CH3:65])[CH3:64])=[O:32])[C:11]2[CH:17]=[CH:16][C:15](=[O:18])[N:14]([C:19]3[C:20]([F:26])=[CH:21][CH:22]=[CH:23][C:24]=3[F:25])[C:12]=2[N:13]=1)[CH3:38], predict the reactants needed to synthesize it. The reactants are: [CH2:1]([N:3]([CH2:37][CH3:38])[CH2:4][CH2:5][CH2:6][NH:7][C:8]1[N:9]=[C:10]([C:27]2[CH:28]=[C:29]([CH:33]=[CH:34][C:35]=2[CH3:36])[C:30]([OH:32])=O)[C:11]2[CH:17]=[CH:16][C:15](=[O:18])[N:14]([C:19]3[C:24]([F:25])=[CH:23][CH:22]=[CH:21][C:20]=3[F:26])[C:12]=2[N:13]=1)[CH3:2].CN(C(ON1N=NC2C=CC=CC1=2)=[N+](C)C)C.F[P-](F)(F)(F)(F)F.[C:63]([NH2:67])([CH3:66])([CH3:65])[CH3:64].